This data is from Reaction yield outcomes from USPTO patents with 853,638 reactions. The task is: Predict the reaction yield, written as a fraction of the theoretical maximum amount of product (1.0 means a 100% yield; for example, 0.34 means a 34% yield). (1) The reactants are [CH2:1]([C@H:8]([NH:39][C:40](=[O:47])[C@H:41]([CH2:43][CH:44]([CH3:46])[CH3:45])[NH2:42])[C@@H:9]([OH:38])[CH2:10][C@@H:11]([NH:25][C:26](=[O:37])[C@H:27]([C:33]([CH3:36])([CH3:35])[CH3:34])[NH:28][C:29]([O:31][CH3:32])=[O:30])[CH2:12][C:13]1[CH:18]=[CH:17][C:16]([C:19]2[CH:24]=[CH:23][CH:22]=[CH:21][N:20]=2)=[CH:15][CH:14]=1)[C:2]1[CH:7]=[CH:6][CH:5]=[CH:4][CH:3]=1.Cl[C:49]([O:51][CH3:52])=[O:50].C(N(CC)CC)C. The catalyst is ClCCl. The product is [CH3:52][O:51][C:49](=[O:50])[NH:42][C@@H:41]([CH2:43][CH:44]([CH3:45])[CH3:46])[C:40](=[O:47])[NH:39][C@@H:8]([CH2:1][C:2]1[CH:7]=[CH:6][CH:5]=[CH:4][CH:3]=1)[C@@H:9]([OH:38])[CH2:10][C@H:11]([CH2:12][C:13]1[CH:18]=[CH:17][C:16]([C:19]2[CH:24]=[CH:23][CH:22]=[CH:21][N:20]=2)=[CH:15][CH:14]=1)[NH:25][C:26](=[O:37])[C@H:27]([C:33]([CH3:36])([CH3:35])[CH3:34])[NH:28][C:29](=[O:30])[O:31][CH3:32]. The yield is 0.570. (2) The catalyst is CN(C=O)C.O. The reactants are [Cl:1][C:2]1[C:10]2[S:9][C:8]([SH:11])=[N:7][C:6]=2[CH:5]=[CH:4][CH:3]=1.CC(C)([O-])C.[K+].Br[C:19]1[N:20]([CH2:29][CH2:30][CH2:31][CH3:32])[C:21]2[C:26]([N:27]=1)=[C:25]([NH2:28])[N:24]=[CH:23][N:22]=2. The product is [CH2:29]([N:20]1[C:19]([S:11][C:8]2[S:9][C:10]3[C:2]([Cl:1])=[CH:3][CH:4]=[CH:5][C:6]=3[N:7]=2)=[N:27][C:26]2[C:21]1=[N:22][CH:23]=[N:24][C:25]=2[NH2:28])[CH2:30][CH2:31][CH3:32]. The yield is 0.757. (3) The reactants are [Cl:1][C:2]1[CH:3]=[C:4]([NH:9][C:10]([C:12]2[C:16]([CH2:17][CH2:18][CH2:19][N:20]3[CH2:25][CH2:24][O:23][CH2:22][CH2:21]3)=[N:15][O:14][N:13]=2)=O)[CH:5]=[CH:6][C:7]=1[F:8].P(Cl)(Cl)(Cl)(Cl)Cl.[NH2:32][OH:33]. The catalyst is C1C=CC=CC=1.CCO.CO. The product is [Cl:1][C:2]1[CH:3]=[C:4]([NH:9][C:10]([C:12]2[C:16]([CH2:17][CH2:18][CH2:19][N:20]3[CH2:25][CH2:24][O:23][CH2:22][CH2:21]3)=[N:15][O:14][N:13]=2)=[N:32][OH:33])[CH:5]=[CH:6][C:7]=1[F:8]. The yield is 0.500. (4) The reactants are O[C@@H](C1C=[C:9]([C:11]2[CH:16]=[CH:15][C:14]([O:17][C:18]3[CH:23]=[CH:22][C:21]([F:24])=[CH:20][CH:19]=3)=[CH:13][CH:12]=2)[N:8]=[C:7]([C:25](N)=[O:26])N=1)CO.FC1C=CC(OC2C=CC(C3[N:45]=[C:44]([C:46]([O:48]C)=[O:47])[CH:43]=C(C=C)N=3)=CC=2)=CC=1.[CH:54]([OH:57])(C)C. No catalyst specified. The product is [OH:26][C@@H:25]([C:7]1[N:8]=[C:9]([C:11]2[CH:12]=[CH:13][C:14]([O:17][C:18]3[CH:19]=[CH:20][C:21]([F:24])=[CH:22][CH:23]=3)=[CH:15][CH:16]=2)[N:45]=[C:44]([C:46]([OH:48])=[O:47])[CH:43]=1)[CH2:54][OH:57]. The yield is 0.800. (5) The reactants are C[O:2][C:3]([C:5]1[CH:15]=[CH:14][C:8]2[O:9][C:10]([F:13])([F:12])[O:11][C:7]=2[CH:6]=1)=O.[H-].[Al+3].[Li+].[H-].[H-].[H-].O.[OH-].[Na+]. The catalyst is O1CCCC1. The product is [F:13][C:10]1([F:12])[O:9][C:8]2[CH:14]=[CH:15][C:5]([CH2:3][OH:2])=[CH:6][C:7]=2[O:11]1. The yield is 0.760. (6) The reactants are [S:1]1[C:5]([C:6]2[CH:7]=[C:8]([CH:13]=[C:14]([NH:16][C:17]3[N:22]=[C:21]([C:23]([F:26])([F:25])[F:24])[CH:20]=[CH:19][N:18]=3)[CH:15]=2)C(OC)=O)=[CH:4][N:3]=[CH:2]1.[CH2:27]1COCC1.C[Mg]Cl.C([O:38][CH2:39][CH3:40])(=O)C. No catalyst specified. The product is [S:1]1[C:5]([C:6]2[CH:7]=[C:8]([C:39]([OH:38])([CH3:40])[CH3:27])[CH:13]=[C:14]([NH:16][C:17]3[N:22]=[C:21]([C:23]([F:26])([F:25])[F:24])[CH:20]=[CH:19][N:18]=3)[CH:15]=2)=[CH:4][N:3]=[CH:2]1. The yield is 0.740. (7) The reactants are [F:1][C:2]([F:11])([F:10])[C:3]1[CH:9]=[CH:8][C:6]([NH2:7])=[CH:5][CH:4]=1.O=[C:13]([CH2:19][CH3:20])[CH2:14][C:15]([O:17][CH3:18])=[O:16].C1(C)C=CC=CC=1. The catalyst is O.C1(C)C=CC(S(O)(=O)=O)=CC=1.O. The product is [F:1][C:2]([F:10])([F:11])[C:3]1[CH:9]=[CH:8][C:6]([NH:7][C:13]([CH2:19][CH3:20])=[CH:14][C:15]([O:17][CH3:18])=[O:16])=[CH:5][CH:4]=1. The yield is 0.758. (8) The reactants are [CH:1]1([C:4]2[C:13]3[C:8](=[CH:9][CH:10]=[CH:11][CH:12]=3)[CH:7]=[N:6][CH:5]=2)[CH2:3][CH2:2]1.C1C=C(Cl)C=C(C(OO)=[O:22])C=1. The catalyst is C(Cl)Cl. The product is [CH:1]1([C:4]2[C:13]3[C:8](=[CH:9][CH:10]=[CH:11][CH:12]=3)[CH:7]=[N+:6]([O-:22])[CH:5]=2)[CH2:3][CH2:2]1. The yield is 0.800.